This data is from Catalyst prediction with 721,799 reactions and 888 catalyst types from USPTO. The task is: Predict which catalyst facilitates the given reaction. (1) Reactant: [Cl:1][C:2]1[CH:3]=[C:4]([C:9](=[N:16][O:17][CH3:18])[CH2:10][CH2:11][C:12]([NH:14][OH:15])=[NH:13])[CH:5]=[CH:6][C:7]=1[Cl:8].[CH2:19](N(CC)CC)[CH3:20].C(Cl)(=O)C. Product: [CH3:18][O:17][N:16]=[C:9]([C:4]1[CH:5]=[CH:6][C:7]([Cl:8])=[C:2]([Cl:1])[CH:3]=1)[CH2:10][CH2:11][C:12]1[N:13]=[C:19]([CH3:20])[O:15][N:14]=1. The catalyst class is: 2. (2) Reactant: Cl[C:2]1[C:7]2[C:8]([CH3:12])=[N:9][N:10]([CH3:11])[C:6]=2[CH:5]=[C:4]([C:13]2[CH:18]=[CH:17][C:16]([F:19])=[CH:15][CH:14]=2)[N:3]=1.[CH3:20][S:21]([C:24]1[CH:29]=[CH:28][C:27](B(O)O)=[CH:26][CH:25]=1)(=[O:23])=[O:22].C([O-])([O-])=O.[Na+].[Na+]. Product: [F:19][C:16]1[CH:17]=[CH:18][C:13]([C:4]2[N:3]=[C:2]([C:27]3[CH:28]=[CH:29][C:24]([S:21]([CH3:20])(=[O:23])=[O:22])=[CH:25][CH:26]=3)[C:7]3[C:8]([CH3:12])=[N:9][N:10]([CH3:11])[C:6]=3[CH:5]=2)=[CH:14][CH:15]=1. The catalyst class is: 339. (3) Reactant: CN(C1C=CC=CN=1)C.[C:18](O[C:18]([O:20][C:21]([CH3:24])([CH3:23])[CH3:22])=[O:19])([O:20][C:21]([CH3:24])([CH3:23])[CH3:22])=[O:19].[NH2:25][C:26]1[S:27][C:28]2[CH:34]=[C:33]([S:35][C:36]#[N:37])[C:32]([F:38])=[CH:31][C:29]=2[N:30]=1.O. Product: [F:38][C:32]1[C:33]([S:35][C:36]#[N:37])=[CH:34][C:28]2[S:27][C:26]([NH:25][C:18](=[O:19])[O:20][C:21]([CH3:22])([CH3:23])[CH3:24])=[N:30][C:29]=2[CH:31]=1. The catalyst class is: 236.